From a dataset of Catalyst prediction with 721,799 reactions and 888 catalyst types from USPTO. Predict which catalyst facilitates the given reaction. (1) Reactant: [NH2:1][C:2]1[CH:10]=[C:9]([F:11])[CH:8]=[C:7]([F:12])[C:3]=1[C:4]([NH2:6])=[O:5].[C:13]([N:16]1[CH:21]([CH3:22])[CH2:20][N:19]([C:23]2[CH:30]=[CH:29][C:26]([CH:27]=O)=[CH:25][CH:24]=2)[CH2:18][CH:17]1[CH3:31])(=[O:15])[CH3:14].S([O-])(O)=O.[Na+].O.C1(C)C=CC(S(O)(=O)=O)=CC=1. Product: [C:13]([N:16]1[CH:21]([CH3:22])[CH2:20][N:19]([C:23]2[CH:24]=[CH:25][C:26]([C:27]3[NH:6][C:4](=[O:5])[C:3]4[C:2](=[CH:10][C:9]([F:11])=[CH:8][C:7]=4[F:12])[N:1]=3)=[CH:29][CH:30]=2)[CH2:18][CH:17]1[CH3:31])(=[O:15])[CH3:14]. The catalyst class is: 80. (2) Reactant: [CH3:1][O:2][C:3]1[CH:4]=[C:5]([CH:8]=[CH:9][C:10]=1[CH:11]=[C:12]([C:16]1[S:17][CH:18]=[C:19]([CH3:21])[N:20]=1)[C:13](=O)[CH3:14])[C:6]#[N:7].[NH2:22][C:23]([C:27]([F:30])([F:29])[F:28])=[CH:24][C:25]#[N:26].CC(C)([O-])C.[K+]. The catalyst class is: 32. Product: [C:6]([C:5]1[CH:8]=[CH:9][C:10]([CH:11]2[C:12]([C:16]3[S:17][CH:18]=[C:19]([CH3:21])[N:20]=3)=[C:13]([CH3:14])[NH:22][C:23]([C:27]([F:30])([F:29])[F:28])=[C:24]2[C:25]#[N:26])=[C:3]([O:2][CH3:1])[CH:4]=1)#[N:7]. (3) Reactant: Br[CH2:2][C:3]1[CH:4]=[C:5]([CH2:9][CH2:10][CH2:11][O:12]C2CCCCO2)[CH:6]=[CH:7][CH:8]=1.[NH2:19][C:20]1[CH:25]=[CH:24][CH:23]=[CH:22][C:21]=1/[CH:26]=[CH:27]/[C:28]([O:30][CH3:31])=[O:29].C(=O)([O-])[O-].[K+].[K+]. Product: [OH:12][CH2:11][CH2:10][CH2:9][C:5]1[CH:4]=[C:3]([CH:8]=[CH:7][CH:6]=1)[CH2:2][NH:19][C:20]1[CH:25]=[CH:24][CH:23]=[CH:22][C:21]=1/[CH:26]=[CH:27]/[C:28]([O:30][CH3:31])=[O:29]. The catalyst class is: 9. (4) Reactant: F[C:2]1[N:7]2[CH:8]=[C:9]([CH2:11][N:12]3[C@@H:25]4[C@@H:16]([CH2:17][CH2:18][C:19]5[C:24]4=[N:23][CH:22]=[CH:21][CH:20]=5)[CH2:15][CH2:14][CH2:13]3)[N:10]=[C:6]2[CH:5]=[CH:4][CH:3]=1.[NH:26]1[CH2:31][CH2:30][O:29][CH2:28][CH2:27]1. Product: [N:26]1([C:2]2[N:7]3[CH:8]=[C:9]([CH2:11][N:12]4[C@@H:25]5[C@@H:16]([CH2:17][CH2:18][C:19]6[C:24]5=[N:23][CH:22]=[CH:21][CH:20]=6)[CH2:15][CH2:14][CH2:13]4)[N:10]=[C:6]3[CH:5]=[CH:4][CH:3]=2)[CH2:31][CH2:30][O:29][CH2:28][CH2:27]1. The catalyst class is: 170. (5) Reactant: [C:1](Cl)(Cl)=[O:2].[N:5]1([CH2:11][C:12]2[CH:26]=[CH:25][C:15]3[NH:16][C:17]([C:19]4[C:23]([NH2:24])=[CH:22][NH:21][N:20]=4)=[N:18][C:14]=3[CH:13]=2)[CH2:10][CH2:9][O:8][CH2:7][CH2:6]1.[NH:27]1[CH2:32][CH2:31][S:30][CH2:29][CH2:28]1. Product: [N:5]1([CH2:11][C:12]2[CH:26]=[CH:25][C:15]3[NH:16][C:17]([C:19]4[C:23]([NH:24][C:1]([N:27]5[CH2:32][CH2:31][S:30][CH2:29][CH2:28]5)=[O:2])=[CH:22][NH:21][N:20]=4)=[N:18][C:14]=3[CH:13]=2)[CH2:10][CH2:9][O:8][CH2:7][CH2:6]1. The catalyst class is: 308. (6) Reactant: Cl[C:2]1[N:13]=[CH:12][CH:11]=[CH:10][C:3]=1[C:4]([NH:6][CH2:7][C:8]#[CH:9])=[O:5].[Cl:14][C:15]1[CH:21]=[CH:20][C:18]([NH2:19])=[CH:17][CH:16]=1. Product: [Cl:14][C:15]1[CH:21]=[CH:20][C:18]([NH:19][C:2]2[N:13]=[CH:12][CH:11]=[CH:10][C:3]=2[C:4]([NH:6][CH2:7][C:8]#[CH:9])=[O:5])=[CH:17][CH:16]=1. The catalyst class is: 196. (7) The catalyst class is: 34. Reactant: [CH2:1]([O:4][C:5]1([CH3:51])[CH2:10][CH2:9][N:8]([C:11]2[N:16]3[N:17]=[C:18]([CH2:20][N:21]([CH:36]4[CH2:38][CH2:37]4)[CH2:22][C:23]4[CH:28]=[CH:27][C:26]([CH3:29])=[CH:25][C:24]=4[O:30][C@H:31]([CH2:33][CH:34]=C)[CH3:32])[CH:19]=[C:15]3[N:14]=[C:13]([CH3:39])[C:12]=2[C@H:40]([O:46][C:47]([CH3:50])([CH3:49])[CH3:48])[C:41]([O:43][CH2:44][CH3:45])=[O:42])[CH2:7][CH2:6]1)[CH:2]=C.[BH4-].[Na+]. Product: [C:47]([O:46][C@@H:40]([C:12]1[C:13]([CH3:39])=[N:14][C:15]2=[CH:19][C:18]3=[N:17][N:16]2[C:11]=1[N:8]1[CH2:7][CH2:6][C:5]([CH3:51])([O:4][CH2:1][CH2:2][CH2:34][CH2:33][C@H:31]([CH3:32])[O:30][C:24]2[CH:25]=[C:26]([CH3:29])[CH:27]=[CH:28][C:23]=2[CH2:22][N:21]([CH:36]2[CH2:37][CH2:38]2)[CH2:20]3)[CH2:10][CH2:9]1)[C:41]([O:43][CH2:44][CH3:45])=[O:42])([CH3:50])([CH3:49])[CH3:48].